This data is from Full USPTO retrosynthesis dataset with 1.9M reactions from patents (1976-2016). The task is: Predict the reactants needed to synthesize the given product. Given the product [F:3][C:4]([F:12])([F:13])[CH:5]1[CH2:6][CH2:7][CH:8]([OH:11])[CH2:9][CH2:10]1, predict the reactants needed to synthesize it. The reactants are: [BH4-].[Na+].[F:3][C:4]([F:13])([F:12])[CH:5]1[CH2:10][CH2:9][C:8](=[O:11])[CH2:7][CH2:6]1.